Dataset: Forward reaction prediction with 1.9M reactions from USPTO patents (1976-2016). Task: Predict the product of the given reaction. (1) The product is: [C:24]([O:28][C:29](=[O:30])[NH:16][C@@H:5]1[C@@H:4]([N:1]=[N+:2]=[N-:3])[CH2:8][N:7]([CH2:9][C:10]2[CH:15]=[CH:14][CH:13]=[CH:12][CH:11]=2)[CH2:6]1)([CH3:27])([CH3:26])[CH3:25]. Given the reactants [N:1]([C@H:4]1[CH2:8][N:7]([CH2:9][C:10]2[CH:15]=[CH:14][CH:13]=[CH:12][CH:11]=2)[CH2:6][C@@H:5]1[NH2:16])=[N+:2]=[N-:3].C(N(CC)CC)C.[C:24]([O:28][C:29](O[C:29]([O:28][C:24]([CH3:27])([CH3:26])[CH3:25])=[O:30])=[O:30])([CH3:27])([CH3:26])[CH3:25], predict the reaction product. (2) Given the reactants ClC(Cl)(Cl)C[N:4]([C:8]1[N:12]([CH3:13])[N:11]=[CH:10][CH:9]=1)[C:5](=[O:7])O.[F:16][C:17]1[CH:22]=[C:21]([F:23])[CH:20]=[CH:19][C:18]=1[C:24]1[CH:29]=[CH:28][CH:27]=[C:26]([N:30]2[CH2:35][CH2:34][NH:33][CH2:32][CH2:31]2)[CH:25]=1, predict the reaction product. The product is: [F:16][C:17]1[CH:22]=[C:21]([F:23])[CH:20]=[CH:19][C:18]=1[C:24]1[CH:29]=[CH:28][CH:27]=[C:26]([N:30]2[CH2:31][CH2:32][N:33]([C:5]([NH:4][C:8]3[N:12]([CH3:13])[N:11]=[CH:10][CH:9]=3)=[O:7])[CH2:34][CH2:35]2)[CH:25]=1.